Dataset: Full USPTO retrosynthesis dataset with 1.9M reactions from patents (1976-2016). Task: Predict the reactants needed to synthesize the given product. (1) Given the product [N:27]1[CH:28]=[CH:33][CH:32]=[CH:31][C:30]=1[CH2:29][NH:25][C:10]([C:8]1[S:9][C:3]2[C:2]([I:1])=[N:6][NH:5][C:4]=2[CH:7]=1)=[O:12], predict the reactants needed to synthesize it. The reactants are: [I:1][C:2]1[C:3]2[S:9][C:8]([C:10]([OH:12])=O)=[CH:7][C:4]=2[NH:5][N:6]=1.C(N=C=NCCCN(C)C)C.O[N:25]1[C:29]2[CH:30]=[CH:31][CH:32]=[CH:33][C:28]=2[N:27]=N1.C(N(C(C)C)CC)(C)C.NCC1C=CC=CN=1. (2) Given the product [CH3:1][C:2]1[CH:3]=[C:4]2[C:9](=[CH:10][CH:11]=1)[N:8]=[C:7]([C:12]1[CH:17]=[CH:16][N:15]=[CH:14][CH:13]=1)[CH:6]=[C:5]2[C:18]([N:28]1[CH2:32][CH2:31][NH:30][CH2:29][CH2:26]1)=[O:19], predict the reactants needed to synthesize it. The reactants are: [CH3:1][C:2]1[CH:3]=[C:4]2[C:9](=[CH:10][CH:11]=1)[N:8]=[C:7]([C:12]1[CH:17]=[CH:16][N:15]=[CH:14][CH:13]=1)[CH:6]=[C:5]2[C:18](O)=[O:19].N1([C:26]([N:28]2[CH:32]=[CH:31][N:30]=[CH:29]2)=O)C=CN=C1.N1CCNCC1. (3) The reactants are: [Cl:1][C:2]1[CH:10]=[CH:9][C:5]([C:6](Cl)=[O:7])=[CH:4][N:3]=1.[N+:11]([C:14]1[CH:20]=[C:19]([C:21]([F:24])([F:23])[F:22])[CH:18]=[CH:17][C:15]=1[NH2:16])([O-:13])=[O:12].C(N(CC)CC)C.O. Given the product [Cl:1][C:2]1[N:3]=[CH:4][C:5]([C:6]([NH:16][C:15]2[CH:17]=[CH:18][C:19]([C:21]([F:24])([F:23])[F:22])=[CH:20][C:14]=2[N+:11]([O-:13])=[O:12])=[O:7])=[CH:9][CH:10]=1, predict the reactants needed to synthesize it. (4) Given the product [F:1][C:2]([F:7])([F:6])[C:3]([OH:5])=[O:4].[NH2:15][CH2:16][CH2:17][C:18]1[S:22]/[C:21](=[N:23]\[S:24]([C:27]2[CH:36]=[CH:35][CH:34]=[CH:33][C:28]=2[C:29]([O:31][CH3:32])=[O:30])(=[O:25])=[O:26])/[N:20]([CH2:37][C:38]2[C:47]3[C:42](=[CH:43][CH:44]=[CH:45][CH:46]=3)[CH:41]=[CH:40][CH:39]=2)[CH:19]=1, predict the reactants needed to synthesize it. The reactants are: [F:1][C:2]([F:7])([F:6])[C:3]([OH:5])=[O:4].C(OC([NH:15][CH2:16][CH2:17][C:18]1[S:22]/[C:21](=[N:23]\[S:24]([C:27]2[CH:36]=[CH:35][CH:34]=[CH:33][C:28]=2[C:29]([O:31][CH3:32])=[O:30])(=[O:26])=[O:25])/[N:20]([CH2:37][C:38]2[C:47]3[C:42](=[CH:43][CH:44]=[CH:45][CH:46]=3)[CH:41]=[CH:40][CH:39]=2)[CH:19]=1)=O)(C)(C)C. (5) Given the product [CH3:3][C:4]1[O:5][C:6]([C:9]2[CH:14]=[CH:13][C:12]([NH2:15])=[CH:11][CH:10]=2)=[N:7][N:8]=1, predict the reactants needed to synthesize it. The reactants are: [Cl-].[NH4+].[CH3:3][C:4]1[O:5][C:6]([C:9]2[CH:14]=[CH:13][C:12]([N+:15]([O-])=O)=[CH:11][CH:10]=2)=[N:7][N:8]=1. (6) Given the product [Cl:1][C:2]1[CH:3]=[C:4]([CH:12]=[CH:13][C:14]=1[Cl:15])[CH2:5][N:6]([CH3:11])[CH2:7][CH2:8][CH2:9][NH2:10], predict the reactants needed to synthesize it. The reactants are: [Cl:1][C:2]1[CH:3]=[C:4]([CH:12]=[CH:13][C:14]=1[Cl:15])[CH2:5][N:6]([CH3:11])[CH2:7][CH2:8][C:9]#[N:10]. (7) Given the product [CH3:30][C:20]1[C:21]([CH:22]([CH2:27][CH2:28][CH3:29])[C:23]([O:25][CH3:26])=[O:24])=[C:16]([N:5]2[CH2:6][CH2:7][N:2]([CH3:1])[CH2:3][CH2:4]2)[N:17]=[C:18]([C:31]2[CH:36]=[CH:35][CH:34]=[CH:33][CH:32]=2)[N:19]=1, predict the reactants needed to synthesize it. The reactants are: [CH3:1][N:2]1[CH2:7][CH2:6][NH:5][CH2:4][CH2:3]1.C(N(CC)CC)C.Cl[C:16]1[C:21]([CH:22]([CH2:27][CH2:28][CH3:29])[C:23]([O:25][CH3:26])=[O:24])=[C:20]([CH3:30])[N:19]=[C:18]([C:31]2[CH:36]=[CH:35][CH:34]=[CH:33][CH:32]=2)[N:17]=1. (8) Given the product [CH2:17]([O:24][C:25]1[CH:32]=[CH:31][C:28]([CH2:29][NH:1][C:2]2[C:7]([Cl:8])=[C:6]([CH3:9])[N:5]=[C:4]([CH3:10])[N:3]=2)=[CH:27][C:26]=1[O:33][CH:34]([F:35])[F:36])[C:18]1[CH:19]=[CH:20][CH:21]=[CH:22][CH:23]=1, predict the reactants needed to synthesize it. The reactants are: [NH2:1][C:2]1[C:7]([Cl:8])=[C:6]([CH3:9])[N:5]=[C:4]([CH3:10])[N:3]=1.CC(C)([O-])C.[K+].[CH2:17]([O:24][C:25]1[CH:32]=[CH:31][C:28]([CH2:29]Cl)=[CH:27][C:26]=1[O:33][CH:34]([F:36])[F:35])[C:18]1[CH:23]=[CH:22][CH:21]=[CH:20][CH:19]=1.C1(C)C=CC=CC=1. (9) Given the product [O:17]=[C:3]([C:4]1[CH:5]=[CH:6][C:7]([O:10][CH:11]2[CH2:16][CH2:15][CH2:14][CH2:13][O:12]2)=[CH:8][CH:9]=1)[CH2:20][C:21]#[N:22], predict the reactants needed to synthesize it. The reactants are: CO[C:3](=[O:17])[C:4]1[CH:9]=[CH:8][C:7]([O:10][CH:11]2[CH2:16][CH2:15][CH2:14][CH2:13][O:12]2)=[CH:6][CH:5]=1.[H-].[Na+].[CH3:20][C:21]#[N:22].